Dataset: Forward reaction prediction with 1.9M reactions from USPTO patents (1976-2016). Task: Predict the product of the given reaction. (1) Given the reactants C([N:8]1[C:16]2[C:11](=[CH:12][CH:13]=[C:14]([OH:17])[CH:15]=2)[C:10]([CH3:18])=[N:9]1)C1C=CC=CC=1, predict the reaction product. The product is: [CH3:18][C:10]1[C:11]2[C:16](=[CH:15][C:14]([OH:17])=[CH:13][CH:12]=2)[NH:8][N:9]=1. (2) Given the reactants [Cl:1][C:2]1[C:10]2[CH:9]=[C:8]([O:11][CH2:12][C:13]3[CH:18]=[CH:17][C:16]([O:19][CH:20]([CH3:22])[CH3:21])=[C:15]([C:23]([F:26])([F:25])[F:24])[CH:14]=3)[CH:7]=[CH:6][C:5]=2[N:4]2[CH2:27][CH2:28][C@H:29]([CH2:30][C:31]([OH:33])=[O:32])[C:3]=12.[NH2:34][C@H:35]([C:43]([OH:45])=[O:44])[CH2:36][CH2:37][CH2:38][NH:39][C:40](=[NH:42])[NH2:41].O, predict the reaction product. The product is: [NH2:34][C@H:35]([C:43]([OH:45])=[O:44])[CH2:36][CH2:37][CH2:38][NH:39][C:40](=[NH:41])[NH2:42].[Cl:1][C:2]1[C:10]2[CH:9]=[C:8]([O:11][CH2:12][C:13]3[CH:18]=[CH:17][C:16]([O:19][CH:20]([CH3:22])[CH3:21])=[C:15]([C:23]([F:24])([F:25])[F:26])[CH:14]=3)[CH:7]=[CH:6][C:5]=2[N:4]2[CH2:27][CH2:28][C@H:29]([CH2:30][C:31]([OH:33])=[O:32])[C:3]=12.